Dataset: Full USPTO retrosynthesis dataset with 1.9M reactions from patents (1976-2016). Task: Predict the reactants needed to synthesize the given product. (1) Given the product [C:21]([C:18]1[CH:19]=[CH:20][C:15]([C:14]([NH:13][C:3]2[N:4]=[C:5]3[CH:10]=[CH:9][CH:8]=[C:7]([CH2:11][OH:12])[N:6]3[CH:2]=2)=[O:25])=[CH:16][CH:17]=1)([CH3:24])([CH3:22])[CH3:23], predict the reactants needed to synthesize it. The reactants are: Br[C:2]1[N:6]2[C:7]([CH2:11][OH:12])=[CH:8][CH:9]=[CH:10][C:5]2=[N:4][C:3]=1[NH:13][C:14](=[O:25])[C:15]1[CH:20]=[CH:19][C:18]([C:21]([CH3:24])([CH3:23])[CH3:22])=[CH:17][CH:16]=1.C([Li])CCC.CO.O. (2) Given the product [Cl:18][C:12]1[CH:13]=[C:14]([Cl:17])[CH:15]=[CH:16][C:11]=1[C:9]([C:7]1[O:8][C:4]2[CH:3]=[C:2]([C:28]3[CH:27]=[CH:26][CH:25]=[C:24]([CH2:23][OH:22])[CH:29]=3)[CH:21]=[CH:20][C:5]=2[C:6]=1[CH3:19])=[O:10], predict the reactants needed to synthesize it. The reactants are: Br[C:2]1[CH:21]=[CH:20][C:5]2[C:6]([CH3:19])=[C:7]([C:9]([C:11]3[CH:16]=[CH:15][C:14]([Cl:17])=[CH:13][C:12]=3[Cl:18])=[O:10])[O:8][C:4]=2[CH:3]=1.[OH:22][CH2:23][C:24]1[CH:25]=[C:26](B(O)O)[CH:27]=[CH:28][CH:29]=1. (3) Given the product [F:27][C:24]([F:25])([F:26])[C:21]1[CH:22]=[CH:23][C:18]2[O:34][C:29]([C:30]([O:32][CH3:33])=[O:31])=[N:28][C:19]=2[CH:20]=1, predict the reactants needed to synthesize it. The reactants are: COCCOC(N=NC(OCCOC)=O)=O.O[C:18]1[CH:23]=[CH:22][C:21]([C:24]([F:27])([F:26])[F:25])=[CH:20][C:19]=1[NH:28][C:29](=[O:34])[C:30]([O:32][CH3:33])=[O:31].C1(P(C2C=CC=CC=2)C2C=CC=CC=2)C=CC=CC=1. (4) The reactants are: Br[C:2]1[CH:3]=[CH:4][C:5]([C:23]([O:25][CH3:26])=[O:24])=[C:6]2[C:10]=1[N:9]=[C:8]1[N:11]([C:15]3[CH:20]=[CH:19][C:18]([Cl:21])=[CH:17][C:16]=3[Cl:22])[CH2:12][CH2:13][CH2:14][N:7]21.[CH3:27][O-:28].[Na+].CO. Given the product [Cl:22][C:16]1[CH:17]=[C:18]([Cl:21])[CH:19]=[CH:20][C:15]=1[N:11]1[C:8]2=[N:9][C:10]3[C:6](=[C:5]([C:23]([O:25][CH3:26])=[O:24])[CH:4]=[CH:3][C:2]=3[O:28][CH3:27])[N:7]2[CH2:14][CH2:13][CH2:12]1, predict the reactants needed to synthesize it. (5) Given the product [CH3:4][C@@H:3]1[C@H:2]([CH3:36])[O:7][C:6]([C:8]2[NH:9][C:10]([C:13]3[CH:18]=[C:17]([CH:16]=[C:15]([O:30][C@@H:31]([CH3:35])[CH2:32][O:33][CH3:34])[CH:14]=3)[O:19][C:20]3[CH:25]=[CH:24][C:23]([S:26]([CH3:29])(=[O:27])=[O:28])=[N:22][CH:21]=3)=[CH:11][CH:12]=2)=[N:5]1, predict the reactants needed to synthesize it. The reactants are: O[C@H:2]([CH3:36])[C@H:3]([NH:5][C:6]([C:8]1[NH:9][C:10]([C:13]2[CH:18]=[C:17]([O:19][C:20]3[CH:21]=[N:22][C:23]([S:26]([CH3:29])(=[O:28])=[O:27])=[CH:24][CH:25]=3)[CH:16]=[C:15]([O:30][C@@H:31]([CH3:35])[CH2:32][O:33][CH3:34])[CH:14]=2)=[CH:11][CH:12]=1)=[O:7])[CH3:4].CS(O)(=O)=O.C(N(CC)CC)C.C(=O)([O-])O.[Na+]. (6) Given the product [CH3:9][O:8][C:6]1[C:5]([N+:10]([O-:12])=[O:11])=[CH:4][CH:3]=[C:2]([S:14][CH3:13])[N:7]=1, predict the reactants needed to synthesize it. The reactants are: Cl[C:2]1[N:7]=[C:6]([O:8][CH3:9])[C:5]([N+:10]([O-:12])=[O:11])=[CH:4][CH:3]=1.[CH3:13][S-:14].[Na+]. (7) Given the product [S:18]1[CH:19]=[CH:20][C:16]([CH2:7][CH2:8][CH2:9][C:10]([OH:12])=[O:11])=[CH:17]1, predict the reactants needed to synthesize it. The reactants are: O.NN.[OH-].[K+].O=[C:7]([C:16]1[CH:20]=[CH:19][S:18][CH:17]=1)[CH2:8][CH:9](C(O)=O)[C:10]([OH:12])=[O:11].Cl.[Na+].[Cl-]. (8) Given the product [CH3:1][N:2]([CH3:6])[C:3]([O:17][C:10]1[C:9]([O:8][CH3:7])=[CH:16][CH:15]=[CH:14][C:11]=1[CH:12]=[O:13])=[S:4], predict the reactants needed to synthesize it. The reactants are: [CH3:1][N:2]([CH3:6])[C:3](Cl)=[S:4].[CH3:7][O:8][C:9]1[C:10]([OH:17])=[C:11]([CH:14]=[CH:15][CH:16]=1)[CH:12]=[O:13].[OH-].[K+]. (9) Given the product [CH3:26][CH2:25][CH2:24][CH2:23][CH2:22][CH2:21][CH2:11][CH2:12][CH2:13][CH2:14][CH2:15][C:42]([NH:41][CH2:2][CH2:1][OH:3])=[O:43], predict the reactants needed to synthesize it. The reactants are: [CH2:1]1[O:3][CH2:2]1.CC1C([C:11](O)([C:21]2[CH:26]=[CH:25][C:24](N(C)C)=[CH:23][CH:22]=2)[C:12]2C=C[C:15](N(C)C)=[CH:14][CH:13]=2)C(=O)N(C2C=CC(S([O-])(=O)=O)=CC=2)N=1.[NH4+:41].[CH3:42][O-:43].[Na+].P(=O)(O)(O)O.